Dataset: Reaction yield outcomes from USPTO patents with 853,638 reactions. Task: Predict the reaction yield, written as a fraction of the theoretical maximum amount of product (1.0 means a 100% yield; for example, 0.34 means a 34% yield). The reactants are Cl[C:2]1[CH:3]=[C:4]([C:8]([Cl:11])=[CH:9][N:10]=1)[C:5]([OH:7])=[O:6].[NH:12]1[CH2:17][CH2:16][O:15][CH2:14][CH2:13]1. The catalyst is CN(C)C(=O)C. The product is [Cl:11][C:8]1[C:4]([C:5]([OH:7])=[O:6])=[CH:3][C:2]([N:12]2[CH2:17][CH2:16][O:15][CH2:14][CH2:13]2)=[N:10][CH:9]=1. The yield is 0.340.